This data is from Reaction yield outcomes from USPTO patents with 853,638 reactions. The task is: Predict the reaction yield, written as a fraction of the theoretical maximum amount of product (1.0 means a 100% yield; for example, 0.34 means a 34% yield). (1) The reactants are CC1C=CC(S(O)(=O)=O)=CC=1.[CH2:12]([O:14][C:15]([CH:17]1[CH2:21][CH2:20][CH2:19][C:18]1=[O:22])=[O:16])[CH3:13].[CH2:23](O)[CH2:24][OH:25]. The catalyst is C1C=CC=CC=1. The product is [O:25]1[C:18]2([CH2:19][CH2:20][CH2:21][CH:17]2[C:15]([O:14][CH2:12][CH3:13])=[O:16])[O:22][CH2:23][CH2:24]1. The yield is 0.550. (2) The reactants are [C:1]([CH:5]([CH:8]=O)[CH:6]=O)([CH3:4])([CH3:3])[CH3:2].[CH3:10][NH:11][C:12](=[O:17])[CH2:13][N+:14]([O-:16])=[O:15].N1CCCC1. The catalyst is C(O)C. The product is [C:1]([C:5]1[CH:6]=[C:13]([N+:14]([O-:16])=[O:15])[C:12](=[O:17])[N:11]([CH3:10])[CH:8]=1)([CH3:2])([CH3:3])[CH3:4]. The yield is 0.300. (3) The reactants are [OH-].[Na+].[Br:3][C:4]1[CH:9]=[CH:8][C:7]([C@@H:10]2[CH2:12][C@H:11]2[C:13]([O:15]CC)=[O:14])=[CH:6][CH:5]=1. The catalyst is CO. The product is [Br:3][C:4]1[CH:5]=[CH:6][C:7]([C@@H:10]2[CH2:12][C@H:11]2[C:13]([OH:15])=[O:14])=[CH:8][CH:9]=1. The yield is 0.720. (4) The reactants are [Cl:1][C:2]1[C:3]([CH3:18])=[C:4]([CH:14]([OH:17])CO)[C:5]([O:11][CH2:12][CH3:13])=[C:6]([C:8](=[O:10])[CH3:9])[CH:7]=1.C(O)(=O)C.I([O-])(=O)(=O)=O.[Na+]. The catalyst is O1CCCC1.O. The product is [C:8]([C:6]1[C:5]([O:11][CH2:12][CH3:13])=[C:4]([C:3]([CH3:18])=[C:2]([Cl:1])[CH:7]=1)[CH:14]=[O:17])(=[O:10])[CH3:9]. The yield is 1.00. (5) The product is [F:40][C:41]1[CH:42]=[C:43]2[C:48](=[CH:49][CH:50]=1)[N:47]=[CH:46][C:45]([C:2]1[CH:3]=[N:4][N:5]3[C:10]([N:11]([CH2:20][O:21][CH2:22][CH2:23][Si:24]([CH3:27])([CH3:26])[CH3:25])[CH2:12][O:13][CH2:14][CH2:15][Si:16]([CH3:19])([CH3:18])[CH3:17])=[CH:9][C:8]([CH:28]([NH:30][CH:31]4[CH2:36][CH2:35][O:34][CH2:33][CH2:32]4)[CH3:29])=[N:7][C:6]=13)=[CH:44]2. The reactants are I[C:2]1[CH:3]=[N:4][N:5]2[C:10]([N:11]([CH2:20][O:21][CH2:22][CH2:23][Si:24]([CH3:27])([CH3:26])[CH3:25])[CH2:12][O:13][CH2:14][CH2:15][Si:16]([CH3:19])([CH3:18])[CH3:17])=[CH:9][C:8]([CH:28]([NH:30][CH:31]3[CH2:36][CH2:35][O:34][CH2:33][CH2:32]3)[CH3:29])=[N:7][C:6]=12.B(O)O.[F:40][C:41]1[CH:42]=[C:43]2[C:48](=[CH:49][CH:50]=1)[N:47]=[CH:46][CH:45]=[CH:44]2.C([O-])([O-])=O.[K+].[K+].C(Cl)Cl. The yield is 0.600. The catalyst is C1C=CC(P(C2C=CC=CC=2)[C-]2C=CC=C2)=CC=1.C1C=CC(P(C2C=CC=CC=2)[C-]2C=CC=C2)=CC=1.Cl[Pd]Cl.[Fe+2].O.O1CCOCC1. (6) The reactants are C(=O)[C:2]1[CH:9]=[CH:8][CH:7]=[C:4]([CH:5]=[O:6])[CH:3]=1.C(O)C.[CH:14]([O:21][CH2:22][CH3:23])([O:18][CH2:19][CH3:20])OCC. The catalyst is [Cl-].[NH4+]. The product is [CH2:22]([O:21][CH:14]([O:18][CH2:19][CH3:20])[C:2]1[CH:3]=[C:4]([CH:7]=[CH:8][CH:9]=1)[CH:5]=[O:6])[CH3:23]. The yield is 0.760. (7) The reactants are [CH2:1]([N:5]1[C:9](=[O:10])[C:8]([NH:11][C:12]2[CH:13]=[CH:14][C:15]3[O:19][C:18]([C:20]([OH:22])=O)=[CH:17][C:16]=3[CH:23]=2)=[C:7]([C:24]2[CH:29]=[CH:28][CH:27]=[CH:26][CH:25]=2)[S:6]1(=[O:31])=[O:30])[CH2:2][CH2:3][CH3:4].[CH3:32][NH:33][CH3:34].C(Cl)CCl.C1C=CC2N(O)N=NC=2C=1. The catalyst is C1COCC1.CN(C=O)C.CCOC(C)=O. The product is [CH2:1]([N:5]1[C:9](=[O:10])[C:8]([NH:11][C:12]2[CH:13]=[CH:14][C:15]3[O:19][C:18]([C:20]([N:33]([CH3:34])[CH3:32])=[O:22])=[CH:17][C:16]=3[CH:23]=2)=[C:7]([C:24]2[CH:25]=[CH:26][CH:27]=[CH:28][CH:29]=2)[S:6]1(=[O:31])=[O:30])[CH2:2][CH2:3][CH3:4]. The yield is 0.510.